Dataset: NCI-60 drug combinations with 297,098 pairs across 59 cell lines. Task: Regression. Given two drug SMILES strings and cell line genomic features, predict the synergy score measuring deviation from expected non-interaction effect. (1) Drug 1: CNC(=O)C1=NC=CC(=C1)OC2=CC=C(C=C2)NC(=O)NC3=CC(=C(C=C3)Cl)C(F)(F)F. Drug 2: CN(CC1=CN=C2C(=N1)C(=NC(=N2)N)N)C3=CC=C(C=C3)C(=O)NC(CCC(=O)O)C(=O)O. Cell line: NCIH23. Synergy scores: CSS=20.1, Synergy_ZIP=12.6, Synergy_Bliss=11.4, Synergy_Loewe=-43.8, Synergy_HSA=-3.15. (2) Drug 1: CCC1=CC2CC(C3=C(CN(C2)C1)C4=CC=CC=C4N3)(C5=C(C=C6C(=C5)C78CCN9C7C(C=CC9)(C(C(C8N6C)(C(=O)OC)O)OC(=O)C)CC)OC)C(=O)OC.C(C(C(=O)O)O)(C(=O)O)O. Drug 2: CCC1(C2=C(COC1=O)C(=O)N3CC4=CC5=C(C=CC(=C5CN(C)C)O)N=C4C3=C2)O.Cl. Cell line: TK-10. Synergy scores: CSS=20.9, Synergy_ZIP=-9.42, Synergy_Bliss=-1.39, Synergy_Loewe=-0.792, Synergy_HSA=-0.824.